This data is from Full USPTO retrosynthesis dataset with 1.9M reactions from patents (1976-2016). The task is: Predict the reactants needed to synthesize the given product. (1) Given the product [Br:11][C:10]1[CH:9]=[CH:8][CH:7]=[C:3]2[C:2]=1[N:1]=[C:18]([OH:16])[N:19]=[C:4]2[OH:5], predict the reactants needed to synthesize it. The reactants are: [NH2:1][C:2]1[C:10]([Br:11])=[CH:9][CH:8]=[CH:7][C:3]=1[C:4](O)=[O:5].CC(O)=O.[O:16]([C:18]#[N:19])[Na].[OH-].[Na+]. (2) Given the product [F:1][C:2]1[CH:3]=[C:4]([CH:30]=[CH:31][C:32]=1[OH:33])[CH2:5][N:6]1[C:14]2[CH:13]=[C:12]3[NH:15][C:16]([NH:18][C:19](=[O:26])[C:20]4[CH:25]=[CH:24][CH:23]=[CH:22][CH:21]=4)=[N:17][C:11]3=[CH:10][C:9]=2[C:8]([CH3:28])([CH3:27])[C:7]1=[O:29], predict the reactants needed to synthesize it. The reactants are: [F:1][C:2]1[CH:3]=[C:4]([CH:30]=[CH:31][C:32]=1[O:33]C)[CH2:5][N:6]1[C:14]2[CH:13]=[C:12]3[NH:15][C:16]([NH:18][C:19](=[O:26])[C:20]4[CH:25]=[CH:24][CH:23]=[CH:22][CH:21]=4)=[N:17][C:11]3=[CH:10][C:9]=2[C:8]([CH3:28])([CH3:27])[C:7]1=[O:29].B(Br)(Br)Br.Cl.